Dataset: Reaction yield outcomes from USPTO patents with 853,638 reactions. Task: Predict the reaction yield, written as a fraction of the theoretical maximum amount of product (1.0 means a 100% yield; for example, 0.34 means a 34% yield). (1) The reactants are [F:1][C:2]1[CH:7]=[CH:6][CH:5]=[C:4]([N+:8]([O-])=O)[C:3]=1[NH:11][C:12](=[O:14])[CH3:13].N#N. The catalyst is CO.[Pd]. The product is [NH2:8][C:4]1[CH:5]=[CH:6][CH:7]=[C:2]([F:1])[C:3]=1[NH:11][C:12](=[O:14])[CH3:13]. The yield is 0.900. (2) The product is [Br:16][CH2:17][CH2:18][N:10]1[C:11]([C:13](=[O:15])[CH3:14])=[CH:12][C:8]([N:3]2[C:2]([CH3:1])=[CH:6][CH:5]=[C:4]2[CH3:7])=[N:9]1. The reactants are [CH3:1][C:2]1[N:3]([C:8]2[CH:12]=[C:11]([C:13](=[O:15])[CH3:14])[NH:10][N:9]=2)[C:4]([CH3:7])=[CH:5][CH:6]=1.[Br:16][CH2:17][CH2:18]Br.C([O-])([O-])=O.[K+].[K+]. The yield is 0.910. The catalyst is C(#N)C. (3) The yield is 0.480. The product is [F:1][C:2]1[N:10]=[C:9]2[C:5]([N:6]=[C:7]([CH2:11][C:12]3[C:20]([I:21])=[CH:19][C:15]4[O:16][CH2:17][O:18][C:14]=4[CH:13]=3)[N:8]2[CH2:69][CH2:68][N:67]([CH:64]([CH3:65])[CH3:66])[CH2:71][CH2:72][CH2:73][O:74][C:75]([C:88]2[CH:93]=[CH:92][CH:91]=[CH:90][CH:89]=2)([C:76]2[CH:77]=[CH:78][CH:79]=[CH:80][CH:81]=2)[C:82]2[CH:87]=[CH:86][CH:85]=[CH:84][CH:83]=2)=[C:4]([NH2:22])[N:3]=1. The reactants are [F:1][C:2]1[N:10]=[C:9]2[C:5]([N:6]=[C:7]([CH2:11][C:12]3[C:20]([I:21])=[CH:19][C:15]4[O:16][CH2:17][O:18][C:14]=4[CH:13]=3)[NH:8]2)=[C:4]([NH2:22])[N:3]=1.C1C=CC(COC(/N=N/C(OCC2C=CC=CC=2)=O)=O)=CC=1.C1(P(C2C=CC=CC=2)C2C=CC=CC=2)C=CC=CC=1.[CH:64]([N:67]([CH2:71][CH2:72][CH2:73][O:74][C:75]([C:88]1[CH:93]=[CH:92][CH:91]=[CH:90][CH:89]=1)([C:82]1[CH:87]=[CH:86][CH:85]=[CH:84][CH:83]=1)[C:76]1[CH:81]=[CH:80][CH:79]=[CH:78][CH:77]=1)[CH2:68][CH2:69]O)([CH3:66])[CH3:65]. The catalyst is C(Cl)Cl.C1(C)C=CC=CC=1. (4) The reactants are [OH-].[Na+].[O:3]=[C:4]1[C:10]2=[CH:11][C:12]3[CH:13]=[CH:14][C:15]([C:18]([O:20]CC)=[O:19])=[CH:16][C:17]=3[N:9]2[CH2:8][C:7]2([CH2:24][CH2:23]2)[CH2:6][NH:5]1.C(O)(=O)C. The catalyst is O.C(O)C. The product is [O:3]=[C:4]1[C:10]2=[CH:11][C:12]3[CH:13]=[CH:14][C:15]([C:18]([OH:20])=[O:19])=[CH:16][C:17]=3[N:9]2[CH2:8][C:7]2([CH2:23][CH2:24]2)[CH2:6][NH:5]1. The yield is 0.660. (5) The reactants are C1(S([CH2:9][C:10]2[CH:11]=[CH:12][N:13]3[C:18]=2[C:17]([NH:19][C:20]2[CH:21]=[C:22]4[C:26](=[CH:27][CH:28]=2)[N:25]([CH2:29][C:30]2[CH:35]=[CH:34][CH:33]=[C:32]([F:36])[CH:31]=2)[N:24]=[CH:23]4)=[N:16][CH:15]=[N:14]3)=O)C=CC=CC=1.[NH2:37][CH:38]1[CH2:43][CH2:42][NH:41][CH2:40][CH2:39]1.[CH:44](OCC)=[O:45]. No catalyst specified. The product is [F:36][C:32]1[CH:31]=[C:30]([CH:35]=[CH:34][CH:33]=1)[CH2:29][N:25]1[C:26]2[C:22](=[CH:21][C:20]([NH:19][C:17]3[C:18]4=[C:10]([CH2:9][N:41]5[CH2:42][CH2:43][CH:38]([NH:37][CH:44]=[O:45])[CH2:39][CH2:40]5)[CH:11]=[CH:12][N:13]4[N:14]=[CH:15][N:16]=3)=[CH:28][CH:27]=2)[CH:23]=[N:24]1. The yield is 0.360.